The task is: Predict the product of the given reaction.. This data is from Forward reaction prediction with 1.9M reactions from USPTO patents (1976-2016). (1) Given the reactants [CH2:1]([C:8]1[CH:15]=[CH:14][CH:13]=[CH:12][C:9]=1[CH2:10]Cl)[C:2]1[CH:7]=[CH:6][CH:5]=[CH:4][CH:3]=1.Cl.[O:17]=[C:18]1[C:23]([C:24]([O:26][CH3:27])=[O:25])=[CH:22][CH:21]=[CH:20][NH:19]1.[H-].[Na+], predict the reaction product. The product is: [CH2:1]([C:8]1[CH:15]=[CH:14][CH:13]=[CH:12][C:9]=1[CH2:10][N:19]1[CH:20]=[CH:21][CH:22]=[C:23]([C:24]([O:26][CH3:27])=[O:25])[C:18]1=[O:17])[C:2]1[CH:7]=[CH:6][CH:5]=[CH:4][CH:3]=1. (2) Given the reactants [Cl:1][C:2]1[CH:3]=[C:4]([CH:8]=[C:9]([CH3:11])[N:10]=1)[C:5](O)=[O:6].Cl.[CH3:13][NH:14][O:15][CH3:16].C(N(CC)CC)C.C1C=C2N=NN(O)C2=CC=1.O.C(Cl)CCl, predict the reaction product. The product is: [Cl:1][C:2]1[CH:3]=[C:4]([CH:8]=[C:9]([CH3:11])[N:10]=1)[C:5]([N:14]([O:15][CH3:16])[CH3:13])=[O:6]. (3) The product is: [NH2:34][CH2:33][CH2:32][O:31][C:30]1[CH:42]=[CH:43][C:27]([C@@H:22]([NH:21][S:18]([C:15]2[CH:14]=[CH:13][C:12]([O:11][CH2:7][C:8]#[C:9][CH3:10])=[CH:17][CH:16]=2)(=[O:20])=[O:19])[C:23]([NH:25][OH:26])=[O:24])=[CH:28][CH:29]=1. Given the reactants C(NC(=O)[O-])C.[CH2:7]([O:11][C:12]1[CH:17]=[CH:16][C:15]([S:18]([NH:21][C@H:22]([C:27]2[CH:43]=[CH:42][C:30]([O:31][CH2:32][CH2:33][NH:34]C(=O)OC(C)(C)C)=[CH:29][CH:28]=2)[C:23]([NH:25][OH:26])=[O:24])(=[O:20])=[O:19])=[CH:14][CH:13]=1)[C:8]#[C:9][CH3:10].Cl, predict the reaction product. (4) Given the reactants [CH3:1][C@@H:2]1[NH:7][CH2:6][CH2:5][N:4](C(OC(C)(C)C)=O)[CH2:3]1.[CH3:15][C:16]1[CH:21]=[C:20]([C:22]([OH:24])=O)[CH:19]=[CH:18][N:17]=1.CN(C(ON1N=NC2C=CC=CC1=2)=[N+](C)C)C.F[P-](F)(F)(F)(F)F.CCN(C(C)C)C(C)C, predict the reaction product. The product is: [CH3:1][C@H:2]1[CH2:3][NH:4][CH2:5][CH2:6][N:7]1[C:22]([C:20]1[CH:19]=[CH:18][N:17]=[C:16]([CH3:15])[CH:21]=1)=[O:24]. (5) Given the reactants [CH2:1]([O:3][C:4](=[O:20])[CH2:5][N:6]1[C:14](=[O:15])[C:13]2[C:8](=[CH:9][CH:10]=[C:11]([N+]([O-])=O)[CH:12]=2)[C:7]1=[O:19])[CH3:2].[F:21][C:22]1[CH:23]=[C:24]([OH:29])[CH:25]=[C:26]([F:28])[CH:27]=1.C(=O)([O-])[O-].[K+].[K+].CC(N(C)C)=O, predict the reaction product. The product is: [CH2:1]([O:3][C:4](=[O:20])[CH2:5][N:6]1[C:14](=[O:15])[C:13]2[C:8](=[CH:9][CH:10]=[C:11]([O:29][C:24]3[CH:23]=[C:22]([F:21])[CH:27]=[C:26]([F:28])[CH:25]=3)[CH:12]=2)[C:7]1=[O:19])[CH3:2]. (6) Given the reactants [I-].[N:2]1([NH:11][C:12]([C:14]2[CH:15]=[N+:16]([CH3:20])[CH:17]=[CH:18][CH:19]=2)=[O:13])[C:10]2[C:5](=[CH:6][CH:7]=[CH:8][CH:9]=2)[CH2:4][CH2:3]1.C(N(CC)CC)C, predict the reaction product. The product is: [N:2]1([NH:11][C:12]([C:14]2[CH2:19][CH2:18][CH2:17][N:16]([CH3:20])[CH:15]=2)=[O:13])[C:10]2[C:5](=[CH:6][CH:7]=[CH:8][CH:9]=2)[CH2:4][CH2:3]1. (7) Given the reactants Cl[C:2]1[S:6][N:5]=[C:4]([S:7][CH3:8])[N:3]=1.[N:9]1[CH:14]=[C:13]([CH2:15][OH:16])[CH:12]=[N:11][CH:10]=1.[H-].[Na+].[Cl-].[Na+], predict the reaction product. The product is: [N:9]1[CH:14]=[C:13]([CH2:15][O:16][C:2]2[S:6][N:5]=[C:4]([S:7][CH3:8])[N:3]=2)[CH:12]=[N:11][CH:10]=1. (8) Given the reactants I[C:2]1[C:10]2[NH:9][C:8]3[CH2:11][CH2:12][NH:13][CH2:14][C:7]=3[C:6]=2[CH:5]=[CH:4][CH:3]=1.C([O-])([O-])=O.[K+].[K+].[CH3:21][C:22]([O:25][C:26]([O:28]C(OC(C)(C)C)=O)=O)([CH3:24])[CH3:23].[CH3:36][N:37](C)C(=O)C, predict the reaction product. The product is: [C:22]([O:25][C:26]([N:13]1[CH2:12][CH2:11][C:8]2[NH:9][C:10]3[C:2]([C:36]#[N:37])=[CH:3][CH:4]=[CH:5][C:6]=3[C:7]=2[CH2:14]1)=[O:28])([CH3:24])([CH3:23])[CH3:21].